Dataset: Forward reaction prediction with 1.9M reactions from USPTO patents (1976-2016). Task: Predict the product of the given reaction. Given the reactants [Cl:1][C:2]1[C:3]([CH3:12])=[C:4]([S:8](Cl)(=[O:10])=[O:9])[CH:5]=[CH:6][CH:7]=1.N1C=CC=CC=1.[NH2:19][C:20]1[CH:21]=[C:22]2[C:27](=[CH:28][CH:29]=1)[N:26]=[CH:25][CH:24]=[N:23]2.C([O-])(O)=O.[Na+], predict the reaction product. The product is: [Cl:1][C:2]1[C:3]([CH3:12])=[C:4]([S:8]([NH:19][C:20]2[CH:21]=[C:22]3[C:27](=[CH:28][CH:29]=2)[N:26]=[CH:25][CH:24]=[N:23]3)(=[O:10])=[O:9])[CH:5]=[CH:6][CH:7]=1.